This data is from NCI-60 drug combinations with 297,098 pairs across 59 cell lines. The task is: Regression. Given two drug SMILES strings and cell line genomic features, predict the synergy score measuring deviation from expected non-interaction effect. (1) Drug 1: CC1OCC2C(O1)C(C(C(O2)OC3C4COC(=O)C4C(C5=CC6=C(C=C35)OCO6)C7=CC(=C(C(=C7)OC)O)OC)O)O. Drug 2: CC=C1C(=O)NC(C(=O)OC2CC(=O)NC(C(=O)NC(CSSCCC=C2)C(=O)N1)C(C)C)C(C)C. Cell line: UACC-257. Synergy scores: CSS=68.0, Synergy_ZIP=4.85, Synergy_Bliss=3.91, Synergy_Loewe=-36.3, Synergy_HSA=5.63. (2) Drug 1: CC(C1=C(C=CC(=C1Cl)F)Cl)OC2=C(N=CC(=C2)C3=CN(N=C3)C4CCNCC4)N. Drug 2: C1CCN(CC1)CCOC2=CC=C(C=C2)C(=O)C3=C(SC4=C3C=CC(=C4)O)C5=CC=C(C=C5)O. Cell line: MDA-MB-231. Synergy scores: CSS=9.66, Synergy_ZIP=-0.847, Synergy_Bliss=4.83, Synergy_Loewe=-0.449, Synergy_HSA=2.84. (3) Cell line: HOP-92. Drug 1: CCC1(CC2CC(C3=C(CCN(C2)C1)C4=CC=CC=C4N3)(C5=C(C=C6C(=C5)C78CCN9C7C(C=CC9)(C(C(C8N6C=O)(C(=O)OC)O)OC(=O)C)CC)OC)C(=O)OC)O.OS(=O)(=O)O. Synergy scores: CSS=10.6, Synergy_ZIP=-5.82, Synergy_Bliss=-7.39, Synergy_Loewe=-4.80, Synergy_HSA=-4.13. Drug 2: C(CC(=O)O)C(=O)CN.Cl. (4) Drug 1: CN1C2=C(C=C(C=C2)N(CCCl)CCCl)N=C1CCCC(=O)O.Cl. Drug 2: C1=NNC2=C1C(=O)NC=N2. Cell line: MDA-MB-231. Synergy scores: CSS=3.31, Synergy_ZIP=-0.812, Synergy_Bliss=-0.401, Synergy_Loewe=-1.99, Synergy_HSA=-1.23. (5) Drug 1: CC1=C2C(C(=O)C3(C(CC4C(C3C(C(C2(C)C)(CC1OC(=O)C(C(C5=CC=CC=C5)NC(=O)OC(C)(C)C)O)O)OC(=O)C6=CC=CC=C6)(CO4)OC(=O)C)OC)C)OC. Drug 2: C1=CC(=CC=C1C#N)C(C2=CC=C(C=C2)C#N)N3C=NC=N3. Cell line: NCIH23. Synergy scores: CSS=57.2, Synergy_ZIP=4.51, Synergy_Bliss=3.25, Synergy_Loewe=-24.4, Synergy_HSA=4.05. (6) Drug 1: C1CCC(CC1)NC(=O)N(CCCl)N=O. Drug 2: CS(=O)(=O)OCCCCOS(=O)(=O)C. Cell line: SF-295. Synergy scores: CSS=46.5, Synergy_ZIP=-1.48, Synergy_Bliss=-0.205, Synergy_Loewe=0.987, Synergy_HSA=2.41. (7) Drug 1: CC1=C2C(C(=O)C3(C(CC4C(C3C(C(C2(C)C)(CC1OC(=O)C(C(C5=CC=CC=C5)NC(=O)OC(C)(C)C)O)O)OC(=O)C6=CC=CC=C6)(CO4)OC(=O)C)OC)C)OC. Drug 2: CC1C(C(=O)NC(C(=O)N2CCCC2C(=O)N(CC(=O)N(C(C(=O)O1)C(C)C)C)C)C(C)C)NC(=O)C3=C4C(=C(C=C3)C)OC5=C(C(=O)C(=C(C5=N4)C(=O)NC6C(OC(=O)C(N(C(=O)CN(C(=O)C7CCCN7C(=O)C(NC6=O)C(C)C)C)C)C(C)C)C)N)C. Cell line: CAKI-1. Synergy scores: CSS=51.7, Synergy_ZIP=18.4, Synergy_Bliss=14.3, Synergy_Loewe=5.69, Synergy_HSA=14.9. (8) Drug 1: CN(C)C1=NC(=NC(=N1)N(C)C)N(C)C. Drug 2: C(CC(=O)O)C(=O)CN.Cl. Cell line: HT29. Synergy scores: CSS=-9.77, Synergy_ZIP=1.39, Synergy_Bliss=-7.04, Synergy_Loewe=-13.1, Synergy_HSA=-13.1. (9) Drug 1: C1=CC=C(C=C1)NC(=O)CCCCCCC(=O)NO. Drug 2: C1=CC=C(C(=C1)C(C2=CC=C(C=C2)Cl)C(Cl)Cl)Cl. Cell line: HOP-62. Synergy scores: CSS=6.69, Synergy_ZIP=-1.69, Synergy_Bliss=-2.73, Synergy_Loewe=-16.7, Synergy_HSA=-6.10.